Dataset: Reaction yield outcomes from USPTO patents with 853,638 reactions. Task: Predict the reaction yield, written as a fraction of the theoretical maximum amount of product (1.0 means a 100% yield; for example, 0.34 means a 34% yield). (1) The reactants are Br[CH2:2][CH2:3][O:4][CH2:5][CH2:6][N:7]1[C:11]2[CH:12]=[CH:13][CH:14]=[CH:15][C:10]=2[N:9]([C:16]2[CH:21]=[CH:20][CH:19]=[CH:18][C:17]=2[F:22])[S:8]1(=[O:24])=[O:23].[CH3:25][NH2:26]. No catalyst specified. The product is [F:22][C:17]1[CH:18]=[CH:19][CH:20]=[CH:21][C:16]=1[N:9]1[C:10]2[CH:15]=[CH:14][CH:13]=[CH:12][C:11]=2[N:7]([CH2:6][CH2:5][O:4][CH2:3][CH2:2][NH:26][CH3:25])[S:8]1(=[O:24])=[O:23]. The yield is 0.950. (2) The reactants are Br[C:2]1[N:7]=[C:6]([O:8][C:9]2[CH:10]=[C:11]([C:16]3[CH:21]=[CH:20][CH:19]=[C:18]([CH2:22][NH:23][C:24](=[O:30])[O:25][C:26]([CH3:29])([CH3:28])[CH3:27])[CH:17]=3)[CH:12]=[C:13]([CH3:15])[CH:14]=2)[C:5]([F:31])=[CH:4][C:3]=1[F:32].[CH2:33](C([Sn])=C(CCCC)CCCC)[CH2:34]CC. The catalyst is C1(C)C=CC=CC=1.C1C=CC([P]([Pd]([P](C2C=CC=CC=2)(C2C=CC=CC=2)C2C=CC=CC=2)([P](C2C=CC=CC=2)(C2C=CC=CC=2)C2C=CC=CC=2)[P](C2C=CC=CC=2)(C2C=CC=CC=2)C2C=CC=CC=2)(C2C=CC=CC=2)C2C=CC=CC=2)=CC=1. The product is [C:26]([O:25][C:24](=[O:30])[NH:23][CH2:22][C:18]1[CH:17]=[C:16]([C:11]2[CH:12]=[C:13]([CH3:15])[CH:14]=[C:9]([O:8][C:6]3[C:5]([F:31])=[CH:4][C:3]([F:32])=[C:2]([CH:33]=[CH2:34])[N:7]=3)[CH:10]=2)[CH:21]=[CH:20][CH:19]=1)([CH3:29])([CH3:28])[CH3:27]. The yield is 0.900. (3) The catalyst is N1C=CC=CC=1.O.C(Cl)Cl. The yield is 0.617. The product is [CH2:1]([O:3][C:4]1[CH:5]=[C:6]([C:20]2[CH:25]=[CH:24][C:23]([CH2:26][C:27]([NH:37][C:36]3[N:32]([CH3:31])[N:33]=[C:34]([C:38]([CH3:44])([CH3:43])[C:39]([F:41])([F:40])[F:42])[CH:35]=3)=[O:28])=[C:22]([F:30])[CH:21]=2)[CH:7]=[N:8][C:9]=1[O:10][CH2:11][C:12]1[CH:13]=[CH:14][C:15]([O:18][CH3:19])=[CH:16][CH:17]=1)[CH3:2]. The reactants are [CH2:1]([O:3][C:4]1[CH:5]=[C:6]([C:20]2[CH:25]=[CH:24][C:23]([CH2:26][C:27](O)=[O:28])=[C:22]([F:30])[CH:21]=2)[CH:7]=[N:8][C:9]=1[O:10][CH2:11][C:12]1[CH:17]=[CH:16][C:15]([O:18][CH3:19])=[CH:14][CH:13]=1)[CH3:2].[CH3:31][N:32]1[C:36]([NH2:37])=[CH:35][C:34]([C:38]([CH3:44])([CH3:43])[C:39]([F:42])([F:41])[F:40])=[N:33]1.C(P1(=O)OP(CCC)(=O)OP(CCC)(=O)O1)CC.CC(=O)OCC. (4) The reactants are [NH2:1]/[C:2](=[N:13]\[OH:14])/[C@@H:3]([NH:5][C:6](=[O:12])[O:7][C:8]([CH3:11])([CH3:10])[CH3:9])[CH3:4].C(N(CC)CC)C.[C:22](Cl)(=[O:24])[CH3:23]. The catalyst is C(Cl)Cl. The product is [C:22]([O:14]/[N:13]=[C:2](\[NH2:1])/[C@@H:3]([NH:5][C:6](=[O:12])[O:7][C:8]([CH3:10])([CH3:9])[CH3:11])[CH3:4])(=[O:24])[CH3:23]. The yield is 0.828. (5) The reactants are [C-:1]#[N:2].[K+].Cl[CH2:5][C:6]1[C:10]([CH2:11]Cl)=[C:9]([CH3:13])[S:8][C:7]=1[CH3:14].C[N:16]([CH:18]=O)C. The catalyst is C(Cl)(Cl)Cl.[Na+].[Cl-]. The product is [C:1]([CH2:5][C:6]1[C:10]([CH2:11][C:18]#[N:16])=[C:9]([CH3:13])[S:8][C:7]=1[CH3:14])#[N:2]. The yield is 0.946.